From a dataset of Catalyst prediction with 721,799 reactions and 888 catalyst types from USPTO. Predict which catalyst facilitates the given reaction. (1) Reactant: [F:1][CH2:2][CH2:3][N:4]1[C:8]2[CH:9]=[CH:10][C:11]([C:13](O)=[O:14])=[CH:12][C:7]=2[N:6]=[C:5]1[NH:16][C:17]1[S:18][C:19]2[CH:25]=[C:24]([O:26][C:27]([F:30])([F:29])[F:28])[CH:23]=[CH:22][C:20]=2[N:21]=1.CN.[CH3:33][N:34](C(ON1N=NC2C=CC=CC1=2)=[N+](C)C)C.F[P-](F)(F)(F)(F)F.CCN(C(C)C)C(C)C. Product: [CH3:33][NH:34][C:13]([C:11]1[CH:10]=[CH:9][C:8]2[N:4]([CH2:3][CH2:2][F:1])[C:5]([NH:16][C:17]3[S:18][C:19]4[CH:25]=[C:24]([O:26][C:27]([F:30])([F:29])[F:28])[CH:23]=[CH:22][C:20]=4[N:21]=3)=[N:6][C:7]=2[CH:12]=1)=[O:14]. The catalyst class is: 3. (2) Reactant: [CH:1]1([C:4](=O)/[CH:5]=[CH:6]/N(C)C)[CH2:3][CH2:2]1.[C:11]1([NH:17][NH2:18])[CH:16]=[CH:15][CH:14]=[CH:13][CH:12]=1. Product: [CH:1]1([C:4]2[CH:5]=[CH:6][N:17]([C:11]3[CH:16]=[CH:15][CH:14]=[CH:13][CH:12]=3)[N:18]=2)[CH2:3][CH2:2]1. The catalyst class is: 8. (3) Reactant: [CH3:1][CH2:2][C@H:3]1[O:18][C:16](=[O:17])[C@H:15]([CH3:19])[C@@H:14]([O:20][C@@H:21]2[O:26][C@@H:25]([CH3:27])[C@H:24]([OH:28])[C@@:23]([O:30][CH3:31])([CH3:29])[CH2:22]2)[C@H:13]([CH3:32])[C@@H:12]([O:33][C@@H:34]2[O:39][C@H:38]([CH3:40])[CH2:37][C@H:36]([N:41]([CH3:43])[CH3:42])[C@H:35]2[OH:44])[C@@:11]([O:46][CH3:47])([CH3:45])[CH2:10][C@@H:9]([CH3:48])[C:7](=[O:8])[C@H:6]([CH3:49])[C@@H:5]([OH:50])[C@@:4]1([OH:52])[CH3:51].Cl[Sn]Cl.[N+](=[CH2:58])=[N-].C(OCC)C. Product: [CH3:1][CH2:2][C@H:3]1[O:18][C:16](=[O:17])[C@H:15]([CH3:19])[C@@H:14]([O:20][C@@H:21]2[O:26][C@@H:25]([CH3:27])[C@H:24]([OH:28])[C@@:23]([O:30][CH3:31])([CH3:29])[CH2:22]2)[C@H:13]([CH3:32])[C@@H:12]([O:33][C@@H:34]2[O:39][C@H:38]([CH3:40])[CH2:37][C@H:36]([N:41]([CH3:42])[CH3:43])[C@H:35]2[OH:44])[C@@:11]([O:46][CH3:47])([CH3:45])[CH2:10][C@@H:9]([CH3:48])[C:7](=[O:8])[C@H:6]([CH3:49])[C@@H:5]([O:50][CH3:58])[C@:4]1([OH:52])[CH3:51]. The catalyst class is: 634. (4) Reactant: Br[C:2]1[CH:20]=[N:19][C:5]2[N:6]([CH2:16][CH2:17][CH3:18])[CH2:7][CH2:8][CH2:9][C:10]([C:12]([O:14][CH3:15])=[O:13])=[CH:11][C:4]=2[CH:3]=1.[CH2:21]([O:25][CH2:26][CH2:27][O:28][C:29]1[CH:34]=[CH:33][C:32](OB(O)O)=[CH:31][CH:30]=1)[CH2:22][CH2:23][CH3:24].C(=O)([O-])[O-].[K+].[K+]. Product: [CH2:21]([O:25][CH2:26][CH2:27][O:28][C:29]1[CH:30]=[CH:31][C:32]([C:2]2[CH:20]=[N:19][C:5]3[N:6]([CH2:16][CH2:17][CH3:18])[CH2:7][CH2:8][CH2:9][C:10]([C:12]([O:14][CH3:15])=[O:13])=[CH:11][C:4]=3[CH:3]=2)=[CH:33][CH:34]=1)[CH2:22][CH2:23][CH3:24]. The catalyst class is: 460. (5) Reactant: C([O-])([O-])=O.C([O-])([O-])=O.O.O.O.[K+].[K+].[K+].[K+].C([O:19][CH2:20][CH2:21][CH2:22][CH:23]([CH3:35])[CH2:24][CH2:25][CH2:26][CH:27]([CH3:34])[CH2:28][CH2:29][CH2:30][CH:31]([CH3:33])[CH3:32])(=O)C.C1COCC1. Product: [CH3:35][CH:23]([CH2:24][CH2:25][CH2:26][CH:27]([CH3:34])[CH2:28][CH2:29][CH2:30][CH:31]([CH3:33])[CH3:32])[CH2:22][CH2:21][CH2:20][OH:19]. The catalyst class is: 72. (6) Reactant: F[C:2]1[CH:3]=[C:4]([CH:29]=[CH:30][N:31]=1)[C:5]([NH:7][C:8]1[CH:13]=[CH:12][C:11]([N:14]2[C:18]([C:19]([F:22])([F:21])[F:20])=[CH:17][C:16]([C:23]3[CH:24]=[N:25][CH:26]=[CH:27][CH:28]=3)=[N:15]2)=[CH:10][N:9]=1)=[O:6].Cl.[CH3:33][NH:34][CH3:35].C(N(CC)CC)C. Product: [CH3:33][N:34]([CH3:35])[C:2]1[CH:3]=[C:4]([CH:29]=[CH:30][N:31]=1)[C:5]([NH:7][C:8]1[CH:13]=[CH:12][C:11]([N:14]2[C:18]([C:19]([F:21])([F:20])[F:22])=[CH:17][C:16]([C:23]3[CH:24]=[N:25][CH:26]=[CH:27][CH:28]=3)=[N:15]2)=[CH:10][N:9]=1)=[O:6]. The catalyst class is: 9. (7) Reactant: Br[C:2]1[S:3][CH:4]=[CH:5][N:6]=1.[Cl:7][C:8]1[CH:15]=[CH:14][C:11]([CH:12]=[O:13])=[CH:10][CH:9]=1.Cl. Product: [Cl:7][C:8]1[CH:15]=[CH:14][C:11]([CH:12]([C:2]2[S:3][CH:4]=[CH:5][N:6]=2)[OH:13])=[CH:10][CH:9]=1. The catalyst class is: 27. (8) Reactant: [N:1]1([C:10]([O:12][C:13]([CH3:16])([CH3:15])[CH3:14])=[O:11])[CH2:9][CH2:8][CH2:7][C@H:2]1[C:3]([O:5][CH3:6])=[O:4].[Li+].C[Si]([N-][Si](C)(C)C)(C)C.Cl[CH2:28][O:29][CH2:30][C:31]1[CH:36]=[CH:35][CH:34]=[CH:33][CH:32]=1. Product: [CH2:30]([O:29][CH2:28][C:2]1([C:3]([O:5][CH3:6])=[O:4])[CH2:7][CH2:8][CH2:9][N:1]1[C:10]([O:12][C:13]([CH3:16])([CH3:15])[CH3:14])=[O:11])[C:31]1[CH:36]=[CH:35][CH:34]=[CH:33][CH:32]=1. The catalyst class is: 1. (9) Reactant: [CH:12]1([NH:11]S([NH:11][CH:12]2[CH2:17][CH2:16][CH2:15][CH2:14][CH2:13]2)(=O)=O)[CH2:17][CH2:16][CH2:15][CH2:14][CH2:13]1.[O-]Cl.[Na+].[OH-].[Na+]. Product: [N:11]([CH:12]1[CH2:13][CH2:14][CH2:15][CH2:16][CH2:17]1)=[N:11][CH:12]1[CH2:13][CH2:14][CH2:15][CH2:16][CH2:17]1. The catalyst class is: 4. (10) Reactant: [CH3:1][C:2]1[CH:7]=[CH:6][C:5]([S:8][C:9]2[CH:14]=[CH:13][C:12]([S:15]([NH:18][C@@H:19]([C:23]([O:25][C:26]([CH3:29])([CH3:28])[CH3:27])=[O:24])[CH:20]([CH3:22])[CH3:21])(=[O:17])=[O:16])=[CH:11][CH:10]=2)=[CH:4][CH:3]=1.C(=O)([O-])[O-].[K+].[K+].Cl.Cl[CH2:38][CH2:39][N:40]1[CH2:45][CH2:44][O:43][CH2:42][CH2:41]1.O. Product: [CH3:1][C:2]1[CH:7]=[CH:6][C:5]([S:8][C:9]2[CH:14]=[CH:13][C:12]([S:15]([N:18]([CH2:38][CH2:39][N:40]3[CH2:45][CH2:44][O:43][CH2:42][CH2:41]3)[C@@H:19]([C:23]([O:25][C:26]([CH3:27])([CH3:29])[CH3:28])=[O:24])[CH:20]([CH3:22])[CH3:21])(=[O:17])=[O:16])=[CH:11][CH:10]=2)=[CH:4][CH:3]=1. The catalyst class is: 3.